From a dataset of Forward reaction prediction with 1.9M reactions from USPTO patents (1976-2016). Predict the product of the given reaction. The product is: [Cl:1][C:2]1[CH:7]=[C:6]([O:8][CH3:9])[CH:5]=[CH:4][C:3]=1[CH:10]([CH3:26])[C:11]([C:13]1[CH:14]=[CH:15][C:16]2[O:20][C:19](=[O:21])[N:18]([CH3:22])[C:17]=2[CH:23]=1)=[O:12]. Given the reactants [Cl:1][C:2]1[CH:7]=[C:6]([O:8][CH3:9])[CH:5]=[CH:4][C:3]=1[CH2:10][C:11]([C:13]1[CH:14]=[CH:15][C:16]2[O:20][C:19](=[O:21])[N:18]([CH3:22])[C:17]=2[CH:23]=1)=[O:12].[H-].[Na+].[CH3:26]I, predict the reaction product.